This data is from Forward reaction prediction with 1.9M reactions from USPTO patents (1976-2016). The task is: Predict the product of the given reaction. Given the reactants [N:1]1([CH2:6][CH2:7][N:8]2[C:16]3[C:11](=[CH:12][C:13]([NH2:17])=[CH:14][CH:15]=3)[CH:10]=[N:9]2)[CH2:5][CH2:4][CH2:3][CH2:2]1.[O:18]([C:25]1[CH:26]=[C:27]([CH2:31][C:32](O)=[O:33])[CH:28]=[CH:29][CH:30]=1)[C:19]1[CH:24]=[CH:23][CH:22]=[CH:21][CH:20]=1, predict the reaction product. The product is: [O:18]([C:25]1[CH:26]=[C:27]([CH2:31][C:32]([NH:17][C:13]2[CH:12]=[C:11]3[C:16](=[CH:15][CH:14]=2)[N:8]([CH2:7][CH2:6][N:1]2[CH2:5][CH2:4][CH2:3][CH2:2]2)[N:9]=[CH:10]3)=[O:33])[CH:28]=[CH:29][CH:30]=1)[C:19]1[CH:20]=[CH:21][CH:22]=[CH:23][CH:24]=1.